This data is from Reaction yield outcomes from USPTO patents with 853,638 reactions. The task is: Predict the reaction yield, written as a fraction of the theoretical maximum amount of product (1.0 means a 100% yield; for example, 0.34 means a 34% yield). (1) The reactants are [Cl:1][C:2]1[CH:3]=[C:4]2[C:9](=[CH:10][C:11]=1[Cl:12])[CH:8]=[N:7][C:6]([NH2:13])=[CH:5]2.[Cl:14][C:15]1[C:24]([Cl:25])=[CH:23][CH:22]=[C:21]2[C:16]=1[CH:17]=[C:18]([NH2:26])[N:19]=[CH:20]2.[C:27](N1C=CC=CC1=O)(N1C=CC=CC1=O)=[S:28]. The catalyst is ClCCl. The product is [Cl:1][C:2]1[CH:3]=[C:4]2[C:9](=[CH:10][C:11]=1[Cl:12])[CH:8]=[N:7][C:6]([N:13]=[C:27]=[S:28])=[CH:5]2.[Cl:14][C:15]1[C:24]([Cl:25])=[CH:23][CH:22]=[C:21]2[C:16]=1[CH:17]=[C:18]([N:26]=[C:27]=[S:28])[N:19]=[CH:20]2. The yield is 0.407. (2) The reactants are [O:1]1[CH:5]=[CH:4][C:3]([C:6]([OH:8])=[O:7])=[CH:2]1.[Li]CCCC.[I:14]I.O. The catalyst is O1CCCC1. The product is [I:14][C:2]1[O:1][CH:5]=[CH:4][C:3]=1[C:6]([OH:8])=[O:7]. The yield is 0.590. (3) The yield is 0.380. The product is [OH:39][C:26]1[C:25](=[O:24])[N:14]([C:15]2[N:16]=[N:17][C:18]([CH3:21])=[CH:19][CH:20]=2)[CH:10]([C:9]2[CH:12]=[CH:13][C:6]([N:1]3[CH:5]=[N:4][CH:3]=[N:2]3)=[CH:7][CH:8]=2)[C:27]=1[C:28](=[O:29])[C:30]1[CH:35]=[CH:34][C:33]([CH:36]([CH3:38])[CH3:37])=[CH:32][CH:31]=1. No catalyst specified. The reactants are [N:1]1([C:6]2[CH:13]=[CH:12][C:9]([CH:10]=O)=[CH:8][CH:7]=2)[CH:5]=[N:4][CH:3]=[N:2]1.[NH2:14][C:15]1[N:16]=[N:17][C:18]([CH3:21])=[CH:19][CH:20]=1.C([O:24][C:25](=O)[C:26]([OH:39])=[CH:27][C:28]([C:30]1[CH:35]=[CH:34][C:33]([CH:36]([CH3:38])[CH3:37])=[CH:32][CH:31]=1)=[O:29])C. (4) The reactants are [OH:1][C:2]1[CH:10]=[CH:9][C:5]([C:6]([OH:8])=O)=[CH:4][N:3]=1.S(Cl)(Cl)=O.C(N(CC)CC)C.[F:22][C:23]1[CH:28]=[CH:27][C:26]([CH:29]([C:33]2[CH:38]=[CH:37][C:36]([S:39]([CH3:42])(=[O:41])=[O:40])=[CH:35][CH:34]=2)[CH2:30][CH2:31][NH2:32])=[CH:25][CH:24]=1. The catalyst is ClCCl.O. The product is [F:22][C:23]1[CH:28]=[CH:27][C:26]([CH:29]([C:33]2[CH:38]=[CH:37][C:36]([S:39]([CH3:42])(=[O:41])=[O:40])=[CH:35][CH:34]=2)[CH2:30][CH2:31][NH:32][C:6]([C:5]2[CH:9]=[CH:10][C:2](=[O:1])[NH:3][CH:4]=2)=[O:8])=[CH:25][CH:24]=1. The yield is 0.250. (5) The reactants are [NH2:1][C:2]1[C:3]([NH:10][C:11]2[CH:16]=[CH:15][C:14]([CH2:17][CH2:18][NH:19][C:20]([NH:22][S:23]([C:26]3[CH:31]=[CH:30][C:29]([CH3:32])=[CH:28][CH:27]=3)(=[O:25])=[O:24])=[O:21])=[CH:13][CH:12]=2)=[N:4][C:5]([CH3:9])=[CH:6][C:7]=1[CH3:8].Br[C:34]#[N:35].C(Cl)[Cl:37]. The catalyst is C1COCC1.O. The product is [ClH:37].[ClH:37].[NH2:35][C:34]1[N:10]([C:11]2[CH:16]=[CH:15][C:14]([CH2:17][CH2:18][NH:19][C:20]([NH:22][S:23]([C:26]3[CH:27]=[CH:28][C:29]([CH3:32])=[CH:30][CH:31]=3)(=[O:25])=[O:24])=[O:21])=[CH:13][CH:12]=2)[C:3]2=[N:4][C:5]([CH3:9])=[CH:6][C:7]([CH3:8])=[C:2]2[N:1]=1. The yield is 0.710.